From a dataset of Full USPTO retrosynthesis dataset with 1.9M reactions from patents (1976-2016). Predict the reactants needed to synthesize the given product. (1) Given the product [CH3:23][O:24][C:2]1[CH:7]=[CH:6][N:5]=[C:4]([O:8][C@H:9]2[CH2:14][N:13]([C:15]([O:17][C:18]([CH3:21])([CH3:20])[CH3:19])=[O:16])[C@H:12]([CH3:22])[CH2:11][CH2:10]2)[CH:3]=1, predict the reactants needed to synthesize it. The reactants are: Br[C:2]1[CH:7]=[CH:6][N:5]=[C:4]([O:8][C@H:9]2[CH2:14][N:13]([C:15]([O:17][C:18]([CH3:21])([CH3:20])[CH3:19])=[O:16])[C@H:12]([CH3:22])[CH2:11][CH2:10]2)[CH:3]=1.[CH3:23][O-:24].[Na+]. (2) Given the product [C:24]([N:21]1[CH2:22][CH2:23][C:18]2[N:17]([C@H:27]3[CH2:31][CH2:30][O:29][CH2:28]3)[N:16]=[C:15]([N:4]3[C:5]4[C:10](=[CH:9][CH:8]=[C:7]([C:12]#[N:13])[CH:6]=4)[CH2:11][CH:2]([CH3:1])[CH2:3]3)[C:19]=2[CH2:20]1)(=[O:26])[CH3:25], predict the reactants needed to synthesize it. The reactants are: [CH3:1][CH:2]1[CH2:11][C:10]2[C:5](=[CH:6][C:7]([C:12]#[N:13])=[CH:8][CH:9]=2)[NH:4][CH2:3]1.Br[C:15]1[C:19]2[CH2:20][N:21]([C:24](=[O:26])[CH3:25])[CH2:22][CH2:23][C:18]=2[N:17]([C@H:27]2[CH2:31][CH2:30][O:29][CH2:28]2)[N:16]=1.COC(C)(C)C.C(O[Na])(C)(C)C.C1(P(C2CCCCC2)C2C=CC=CC=2C2C(OC(C)C)=CC=CC=2OC(C)C)CCCCC1. (3) Given the product [F:1][C:2]1[CH:7]=[CH:6][C:5]([CH2:8][C:9]([Cl:15])=[O:11])=[CH:4][CH:3]=1, predict the reactants needed to synthesize it. The reactants are: [F:1][C:2]1[CH:7]=[CH:6][C:5]([CH2:8][C:9]([OH:11])=O)=[CH:4][CH:3]=1.C(Cl)(=O)C([Cl:15])=O.CN(C=O)C. (4) Given the product [OH:40][CH2:41][C:42]1([CH2:46][OH:47])[C:36]2[C:35](=[CH:34][CH:33]=[C:32]([CH2:31][C:28]([OH:30])=[O:29])[CH:37]=2)[N:38]=[C:43]1[CH3:44], predict the reactants needed to synthesize it. The reactants are: OC1NC2C(C=1)=CC=CC=2.CC1C(C)(C)C2C(=CC=C(CC(O)=O)C=2)N=1.Cl.[C:28]([CH2:31][C:32]1[CH:37]=[CH:36][C:35]([NH:38]N)=[CH:34][CH:33]=1)([OH:30])=[O:29].[OH:40][CH2:41][CH:42]([CH2:46][OH:47])[C:43](=O)[CH3:44]. (5) Given the product [Si:1]([O:8][CH2:9][C@H:10]1[N:11]([C:28]([O:27][C:24]([CH3:26])([CH3:25])[CH3:23])=[O:29])[C@@H:12]([CH2:20][C:21]#[N:22])[C@@H:13]2[O:17][C:16]([CH3:19])([CH3:18])[O:15][C@H:14]12)([C:4]([CH3:6])([CH3:7])[CH3:5])([CH3:3])[CH3:2], predict the reactants needed to synthesize it. The reactants are: [Si:1]([O:8][CH2:9][C@@H:10]1[C@H:14]2[O:15][C:16]([CH3:19])([CH3:18])[O:17][C@H:13]2[C@H:12]([CH2:20][C:21]#[N:22])[NH:11]1)([C:4]([CH3:7])([CH3:6])[CH3:5])([CH3:3])[CH3:2].[CH3:23][C:24]([O:27][C:28](O[C:28]([O:27][C:24]([CH3:26])([CH3:25])[CH3:23])=[O:29])=[O:29])([CH3:26])[CH3:25].